Task: Regression/Classification. Given a drug SMILES string, predict its absorption, distribution, metabolism, or excretion properties. Task type varies by dataset: regression for continuous measurements (e.g., permeability, clearance, half-life) or binary classification for categorical outcomes (e.g., BBB penetration, CYP inhibition). Dataset: cyp3a4_veith.. Dataset: CYP3A4 inhibition data for predicting drug metabolism from PubChem BioAssay (1) The molecule is O=C(O)c1ccc(NS(=O)(=O)Cc2ccccc2)cc1. The result is 0 (non-inhibitor). (2) The compound is Oc1ccccc1CNn1cnnc1. The result is 0 (non-inhibitor). (3) The drug is CC(=O)NC(CCS(C)(=O)=O)C(=O)Nc1c(F)cccc1F. The result is 0 (non-inhibitor). (4) The molecule is C/C=C\C1=C(CO)C(=O)[C@H]2O[C@]2(CC=C(C)C)C1=O. The result is 0 (non-inhibitor).